From a dataset of Reaction yield outcomes from USPTO patents with 853,638 reactions. Predict the reaction yield, written as a fraction of the theoretical maximum amount of product (1.0 means a 100% yield; for example, 0.34 means a 34% yield). (1) The reactants are [Br:1][C:2]1[CH:7]=[CH:6][C:5]([OH:8])=[C:4]([N+:9]([O-:11])=[O:10])[CH:3]=1.[C:12](OC(=O)C)(=[O:14])[CH3:13]. No catalyst specified. The product is [C:12]([O:8][C:5]1[CH:6]=[CH:7][C:2]([Br:1])=[CH:3][C:4]=1[N+:9]([O-:11])=[O:10])(=[O:14])[CH3:13]. The yield is 0.870. (2) The reactants are [N:1]([CH2:4][CH2:5][NH:6][C:7](=[O:21])[CH2:8][CH2:9][CH2:10][CH2:11][CH2:12][CH2:13][CH2:14][CH2:15][CH2:16][CH2:17]CCC)=[N+:2]=[N-:3].[CH2:22](C1C=CC(C(Cl)=O)=CC=1)[CH2:23]CCCC.N(CCN)=[N+]=[N-].C(N(CC)CC)C. The catalyst is ClCCl. The product is [N:1]([CH2:4][CH2:5][NH:6][C:7](=[O:21])[C:8]1[CH:9]=[CH:10][C:11]([CH2:12][CH2:13][CH2:14][CH2:15][CH2:16][CH3:17])=[CH:23][CH:22]=1)=[N+:2]=[N-:3]. The yield is 0.840.